From a dataset of CYP2D6 inhibition data for predicting drug metabolism from PubChem BioAssay. Regression/Classification. Given a drug SMILES string, predict its absorption, distribution, metabolism, or excretion properties. Task type varies by dataset: regression for continuous measurements (e.g., permeability, clearance, half-life) or binary classification for categorical outcomes (e.g., BBB penetration, CYP inhibition). Dataset: cyp2d6_veith. (1) The drug is CCOC(=O)c1c(NC(=O)C(c2ccccc2)c2ccccc2)sc2c1C1CCN2CC1.Cl. The result is 0 (non-inhibitor). (2) The drug is CO[C@H]1COC(=O)[C@@H](OCc2ccccc2)/C=C\[C@H](C)[C@@H](OC)COC(=O)[C@H](OCc2ccccc2)/C=C\[C@@H]1C. The result is 0 (non-inhibitor). (3) The molecule is CS(=O)(=O)c1ccc(-c2cc(Br)sc2-c2ccc(F)cc2)cc1. The result is 0 (non-inhibitor). (4) The compound is CNC(=S)N1CCN(c2cccc(OC)c2)CC1. The result is 0 (non-inhibitor). (5) The compound is Cc1occc1C(=O)NNC(=O)c1ccc(F)cc1. The result is 0 (non-inhibitor). (6) The result is 0 (non-inhibitor). The compound is Cc1cccc(C)c1NC(=S)NC(=O)CCc1ccccc1. (7) The molecule is O=C(CSc1nc2ccccc2o1)N1c2ccccc2Sc2ccc(Cl)cc21. The result is 0 (non-inhibitor).